From a dataset of Forward reaction prediction with 1.9M reactions from USPTO patents (1976-2016). Predict the product of the given reaction. Given the reactants FC1C=CC(CC(OC)=O)=C(OC[C@@H]2CO2)C=1.[OH:18][C:19]1[CH:24]=[CH:23][CH:22]=[CH:21][C:20]=1[CH:25]([CH3:30])[C:26]([O:28][CH3:29])=[O:27].[N+](C1C=C(S(O[CH2:44][C@:45]2([CH3:48])[CH2:47][O:46]2)(=O)=O)C=CC=1)([O-])=O, predict the reaction product. The product is: [CH3:44][C@@:45]1([CH2:48][O:18][C:19]2[CH:24]=[CH:23][CH:22]=[CH:21][C:20]=2[CH:25]([CH3:30])[C:26]([O:28][CH3:29])=[O:27])[CH2:47][O:46]1.